This data is from NCI-60 drug combinations with 297,098 pairs across 59 cell lines. The task is: Regression. Given two drug SMILES strings and cell line genomic features, predict the synergy score measuring deviation from expected non-interaction effect. (1) Drug 1: CN(C)N=NC1=C(NC=N1)C(=O)N. Drug 2: CC1C(C(CC(O1)OC2CC(CC3=C2C(=C4C(=C3O)C(=O)C5=C(C4=O)C(=CC=C5)OC)O)(C(=O)CO)O)N)O.Cl. Cell line: HOP-62. Synergy scores: CSS=45.4, Synergy_ZIP=-0.620, Synergy_Bliss=1.06, Synergy_Loewe=-16.7, Synergy_HSA=3.43. (2) Drug 1: C1=CC(=CC=C1CCCC(=O)O)N(CCCl)CCCl. Drug 2: CC1CCC2CC(C(=CC=CC=CC(CC(C(=O)C(C(C(=CC(C(=O)CC(OC(=O)C3CCCCN3C(=O)C(=O)C1(O2)O)C(C)CC4CCC(C(C4)OC)O)C)C)O)OC)C)C)C)OC. Cell line: NCI-H460. Synergy scores: CSS=29.8, Synergy_ZIP=-4.93, Synergy_Bliss=-4.31, Synergy_Loewe=-11.0, Synergy_HSA=-1.47. (3) Drug 1: CC1=C(N=C(N=C1N)C(CC(=O)N)NCC(C(=O)N)N)C(=O)NC(C(C2=CN=CN2)OC3C(C(C(C(O3)CO)O)O)OC4C(C(C(C(O4)CO)O)OC(=O)N)O)C(=O)NC(C)C(C(C)C(=O)NC(C(C)O)C(=O)NCCC5=NC(=CS5)C6=NC(=CS6)C(=O)NCCC[S+](C)C)O. Cell line: K-562. Drug 2: C(CC(=O)O)C(=O)CN.Cl. Synergy scores: CSS=6.75, Synergy_ZIP=-5.26, Synergy_Bliss=-8.43, Synergy_Loewe=-67.9, Synergy_HSA=-8.09. (4) Drug 1: CC1=C2C(C(=O)C3(C(CC4C(C3C(C(C2(C)C)(CC1OC(=O)C(C(C5=CC=CC=C5)NC(=O)C6=CC=CC=C6)O)O)OC(=O)C7=CC=CC=C7)(CO4)OC(=O)C)O)C)OC(=O)C. Drug 2: C1C(C(OC1N2C=NC3=C2NC=NCC3O)CO)O. Cell line: SK-MEL-5. Synergy scores: CSS=43.7, Synergy_ZIP=15.6, Synergy_Bliss=9.00, Synergy_Loewe=-19.2, Synergy_HSA=9.63. (5) Drug 1: CCC(=C(C1=CC=CC=C1)C2=CC=C(C=C2)OCCN(C)C)C3=CC=CC=C3.C(C(=O)O)C(CC(=O)O)(C(=O)O)O. Drug 2: CCC1(CC2CC(C3=C(CCN(C2)C1)C4=CC=CC=C4N3)(C5=C(C=C6C(=C5)C78CCN9C7C(C=CC9)(C(C(C8N6C)(C(=O)OC)O)OC(=O)C)CC)OC)C(=O)OC)O.OS(=O)(=O)O. Cell line: U251. Synergy scores: CSS=38.6, Synergy_ZIP=12.6, Synergy_Bliss=17.1, Synergy_Loewe=15.2, Synergy_HSA=13.9. (6) Drug 1: C1=CC(=CC=C1CCC2=CNC3=C2C(=O)NC(=N3)N)C(=O)NC(CCC(=O)O)C(=O)O. Drug 2: C1CCC(CC1)NC(=O)N(CCCl)N=O. Cell line: KM12. Synergy scores: CSS=18.7, Synergy_ZIP=-9.95, Synergy_Bliss=-5.80, Synergy_Loewe=-0.306, Synergy_HSA=-0.457. (7) Drug 1: C1CNP(=O)(OC1)N(CCCl)CCCl. Drug 2: C(CN)CNCCSP(=O)(O)O. Cell line: BT-549. Synergy scores: CSS=1.47, Synergy_ZIP=-1.33, Synergy_Bliss=-3.70, Synergy_Loewe=0.0576, Synergy_HSA=-4.10. (8) Drug 1: CNC(=O)C1=CC=CC=C1SC2=CC3=C(C=C2)C(=NN3)C=CC4=CC=CC=N4. Drug 2: CN(CCCl)CCCl.Cl. Cell line: SK-MEL-2. Synergy scores: CSS=-9.06, Synergy_ZIP=1.95, Synergy_Bliss=-2.53, Synergy_Loewe=-8.40, Synergy_HSA=-8.05. (9) Drug 1: CCC1(CC2CC(C3=C(CCN(C2)C1)C4=CC=CC=C4N3)(C5=C(C=C6C(=C5)C78CCN9C7C(C=CC9)(C(C(C8N6C)(C(=O)OC)O)OC(=O)C)CC)OC)C(=O)OC)O.OS(=O)(=O)O. Drug 2: C#CCC(CC1=CN=C2C(=N1)C(=NC(=N2)N)N)C3=CC=C(C=C3)C(=O)NC(CCC(=O)O)C(=O)O. Cell line: K-562. Synergy scores: CSS=34.8, Synergy_ZIP=-2.59, Synergy_Bliss=5.02, Synergy_Loewe=-10.8, Synergy_HSA=1.34.